Dataset: Peptide-MHC class II binding affinity with 134,281 pairs from IEDB. Task: Regression. Given a peptide amino acid sequence and an MHC pseudo amino acid sequence, predict their binding affinity value. This is MHC class II binding data. (1) The peptide sequence is AYESYKFIPALEAAV. The MHC is DRB1_0901 with pseudo-sequence DRB1_0901. The binding affinity (normalized) is 0.778. (2) The peptide sequence is KTFDTEYQKTKLNDW. The MHC is DRB1_1501 with pseudo-sequence DRB1_1501. The binding affinity (normalized) is 0.194.